This data is from Forward reaction prediction with 1.9M reactions from USPTO patents (1976-2016). The task is: Predict the product of the given reaction. Given the reactants C[N:2]([CH:4]=[C:5]1[C:10](=[O:11])[CH2:9][N:8]([C:12]([O:14][C:15]([CH3:18])([CH3:17])[CH3:16])=[O:13])[CH2:7][C:6]1=O)C.Cl.[NH2:21][OH:22], predict the reaction product. The product is: [OH:22][N:21]=[C:6]1[CH2:7][N:8]([C:12]([O:14][C:15]([CH3:18])([CH3:17])[CH3:16])=[O:13])[CH2:9][C:10]2[O:11][N:2]=[CH:4][C:5]1=2.